From a dataset of Forward reaction prediction with 1.9M reactions from USPTO patents (1976-2016). Predict the product of the given reaction. Given the reactants [CH:1]1[CH:2]=[CH:3][C:4]([NH:7][C:8]([CH2:10][CH2:11][CH2:12][CH2:13][CH2:14][CH2:15][C:16]([NH:18][OH:19])=[O:17])=[O:9])=[CH:5][CH:6]=1, predict the reaction product. The product is: [OH:19][NH:18][C:16](=[O:17])[CH2:15][CH2:14][CH2:13][CH2:12][CH2:11][CH2:10][C:8]([NH:7][C:4]1[CH:3]=[CH:2][CH:1]=[CH:6][CH:5]=1)=[O:9].[CH:1]1[CH:6]=[CH:5][C:4]([NH:7][C:8]([CH2:10][CH2:11][CH2:12][CH2:13][CH2:14][CH2:15][C:16]([NH:18][OH:19])=[O:17])=[O:9])=[CH:3][CH:2]=1.